From a dataset of Peptide-MHC class II binding affinity with 134,281 pairs from IEDB. Regression. Given a peptide amino acid sequence and an MHC pseudo amino acid sequence, predict their binding affinity value. This is MHC class II binding data. (1) The peptide sequence is KSIIKARVVWKAIIE. The MHC is DRB1_0802 with pseudo-sequence DRB1_0802. The binding affinity (normalized) is 0.473. (2) The peptide sequence is HQDLELSWNLNGLQAY. The MHC is HLA-DQA10101-DQB10501 with pseudo-sequence HLA-DQA10101-DQB10501. The binding affinity (normalized) is 0.634. (3) The peptide sequence is ISATPEWATPFPHRK. The MHC is DRB1_1001 with pseudo-sequence DRB1_1001. The binding affinity (normalized) is 0.314. (4) The peptide sequence is IEPIVATNWQKLEAFWHKHM. The MHC is DRB1_1302 with pseudo-sequence DRB1_1302. The binding affinity (normalized) is 0.790.